Dataset: Forward reaction prediction with 1.9M reactions from USPTO patents (1976-2016). Task: Predict the product of the given reaction. (1) Given the reactants [NH2:1][C:2]1[CH:7]=[CH:6][CH:5]=[CH:4][C:3]=1[NH:8][C:9]([NH:11][C:12]1[CH:40]=[CH:39][C:15]([CH2:16][C@H:17]([N:20]([CH2:28][C@H:29]([OH:38])[CH2:30][O:31][C:32]2[CH:37]=[CH:36][CH:35]=[CH:34][CH:33]=2)C(=O)OC(C)(C)C)[CH2:18][OH:19])=[CH:14][CH:13]=1)=[O:10].N1C=CC=CC=1.[CH3:47][S:48](Cl)(=[O:50])=[O:49].[F:52][C:53]([F:58])([F:57])[C:54]([OH:56])=[O:55], predict the reaction product. The product is: [F:52][C:53]([F:58])([F:57])[C:54]([OH:56])=[O:55].[OH:19][CH2:18][C@@H:17]([NH:20][CH2:28][C@H:29]([OH:38])[CH2:30][O:31][C:32]1[CH:37]=[CH:36][CH:35]=[CH:34][CH:33]=1)[CH2:16][C:15]1[CH:39]=[CH:40][C:12]([NH:11][C:9]([NH:8][C:3]2[CH:4]=[CH:5][CH:6]=[CH:7][C:2]=2[NH:1][S:48]([CH3:47])(=[O:50])=[O:49])=[O:10])=[CH:13][CH:14]=1. (2) Given the reactants Cl.[N:2]1([C:8]2[C:12]3[CH:13]=[CH:14][CH:15]=[CH:16][C:11]=3[O:10][N:9]=2)[CH2:7][CH2:6][NH:5][CH2:4][CH2:3]1.[Cl:17][CH2:18][CH2:19][C:20]1[CH:21]=[C:22]2[C:27](=[CH:28][CH:29]=1)[NH:26][C:25](=[O:30])[C:24]([CH3:31])=[C:23]2[CH3:32], predict the reaction product. The product is: [ClH:17].[O:10]1[C:11]2[CH:16]=[CH:15][CH:14]=[CH:13][C:12]=2[C:8]([N:2]2[CH2:7][CH2:6][N:5]([CH2:18][CH2:19][C:20]3[CH:21]=[C:22]4[C:27](=[CH:28][CH:29]=3)[NH:26][C:25](=[O:30])[C:24]([CH3:31])=[C:23]4[CH3:32])[CH2:4][CH2:3]2)=[N:9]1. (3) Given the reactants [CH3:1][O:2][C:3]1[CH:4]=[C:5]([C:9]2[N:10]=[N:11][CH:12]=[C:13]([C:24]3[CH:29]=[CH:28][CH:27]=[CH:26][CH:25]=3)[C:14]=2[C:15]2[O:16][CH2:17][CH:18]([C:20]([O:22][CH3:23])=[O:21])[N:19]=2)[CH:6]=[CH:7][CH:8]=1.C1CCN2C(=NCCC2)CC1.BrC(Cl)(Cl)Cl, predict the reaction product. The product is: [CH3:1][O:2][C:3]1[CH:4]=[C:5]([C:9]2[N:10]=[N:11][CH:12]=[C:13]([C:24]3[CH:29]=[CH:28][CH:27]=[CH:26][CH:25]=3)[C:14]=2[C:15]2[O:16][CH:17]=[C:18]([C:20]([O:22][CH3:23])=[O:21])[N:19]=2)[CH:6]=[CH:7][CH:8]=1. (4) Given the reactants [OH:1][C:2]1[C:3]([C:8]([OH:10])=[O:9])=[N:4][CH:5]=[CH:6][CH:7]=1, predict the reaction product. The product is: [OH:1][C@H:2]1[CH2:7][CH2:6][CH2:5][NH:4][C@H:3]1[C:8]([OH:10])=[O:9]. (5) The product is: [Br:1][C:2]1[CH:3]=[N:4][C:5]2[N:6]([N:8]=[C:9]([C:11]([N:23]3[CH2:22][CH2:21][C:20]4[C:25](=[CH:26][CH:27]=[C:18]([S:15]([CH3:14])(=[O:16])=[O:17])[CH:19]=4)[CH:24]3[CH3:28])=[O:13])[CH:10]=2)[CH:7]=1. Given the reactants [Br:1][C:2]1[CH:3]=[N:4][C:5]2[N:6]([N:8]=[C:9]([C:11]([OH:13])=O)[CH:10]=2)[CH:7]=1.[CH3:14][S:15]([C:18]1[CH:19]=[C:20]2[C:25](=[CH:26][CH:27]=1)[CH:24]([CH3:28])[NH:23][CH2:22][CH2:21]2)(=[O:17])=[O:16], predict the reaction product. (6) Given the reactants [Cl:1][C:2]1[CH:3]=[N:4][CH:5]=[C:6]([Cl:24])[C:7]=1[S:8][C:9]1[S:13][C:12]([C:14]([NH:16][CH2:17][CH2:18][CH:19]=O)=[O:15])=[CH:11][C:10]=1[N+:21]([O-:23])=[O:22].[OH:25][CH:26]1[CH2:31][CH2:30][CH2:29][NH:28][CH2:27]1.C(O)(=O)C.[Na], predict the reaction product. The product is: [Cl:1][C:2]1[CH:3]=[N:4][CH:5]=[C:6]([Cl:24])[C:7]=1[S:8][C:9]1[S:13][C:12]([C:14]([NH:16][CH2:17][CH2:18][CH2:19][N:28]2[CH2:29][CH2:30][CH2:31][CH:26]([OH:25])[CH2:27]2)=[O:15])=[CH:11][C:10]=1[N+:21]([O-:23])=[O:22]. (7) The product is: [NH2:22][C:21]1[C:23]([N:26]([CH3:27])[C:28](=[O:29])[O:30][CH2:31][CH3:33])=[CH:24][N:16]=[C:14]([C:7]2[C:8]3[C:9](=[N:10][CH:11]=[CH:12][CH:13]=3)[N:5]([CH2:4][C:3]3[CH:17]=[CH:18][CH:19]=[CH:20][C:2]=3[F:1])[N:6]=2)[N:15]=1. Given the reactants [F:1][C:2]1[CH:20]=[CH:19][CH:18]=[CH:17][C:3]=1[CH2:4][N:5]1[C:9]2=[N:10][CH:11]=[CH:12][CH:13]=[C:8]2[C:7]([C:14]([NH2:16])=[NH:15])=[N:6]1.[C:21](/[C:23](/[N:26]([C:28]([O:30][CH3:31])=[O:29])[CH3:27])=[CH:24]\[O-])#[N:22].[Na+].[CH2:33](N(CC)CC)C, predict the reaction product.